From a dataset of Full USPTO retrosynthesis dataset with 1.9M reactions from patents (1976-2016). Predict the reactants needed to synthesize the given product. (1) Given the product [Br:16][C:2]1[C:11]2[C:6](=[CH:7][C:8]([O:12][CH3:13])=[CH:9][CH:10]=2)[N:5]=[CH:4][CH:3]=1, predict the reactants needed to synthesize it. The reactants are: O[C:2]1[C:11]2[C:6](=[CH:7][C:8]([O:12][CH3:13])=[CH:9][CH:10]=2)[N:5]=[CH:4][CH:3]=1.P(Br)(Br)([Br:16])=O.C(=O)([O-])[O-].[K+].[K+]. (2) Given the product [Li+:18].[CH3:1][C:2]1[N:7]=[C:6]([C:8]([O-:10])=[O:9])[C:5]([C:12]2[O:16][N:15]=[C:14]([CH3:17])[CH:13]=2)=[CH:4][CH:3]=1, predict the reactants needed to synthesize it. The reactants are: [CH3:1][C:2]1[N:7]=[C:6]([C:8]([O:10]C)=[O:9])[C:5]([C:12]2[O:16][N:15]=[C:14]([CH3:17])[CH:13]=2)=[CH:4][CH:3]=1.[Li+:18].[OH-].